Task: Predict the reaction yield, written as a fraction of the theoretical maximum amount of product (1.0 means a 100% yield; for example, 0.34 means a 34% yield).. Dataset: Reaction yield outcomes from USPTO patents with 853,638 reactions (1) The reactants are [CH3:1][C:2]1[O:3][C:4]2[C:13]3[C:12](=[CH:14][CH2:15][NH:16][C:17](=[O:19])[CH3:18])[CH2:11][CH2:10][C:9]=3[CH:8]=[CH:7][C:5]=2[N:6]=1. The catalyst is CO.[C].[Pd]. The product is [CH3:1][C:2]1[O:3][C:4]2[C:13]3[CH:12]([CH2:14][CH2:15][NH:16][C:17](=[O:19])[CH3:18])[CH2:11][CH2:10][C:9]=3[CH:8]=[CH:7][C:5]=2[N:6]=1. The yield is 0.890. (2) The reactants are C[O:2][C:3]([C:5]1[C:19]([NH:20][C:21]2[CH:26]=[CH:25][C:24]([Br:27])=[CH:23][C:22]=2[Cl:28])=[C:18]([F:29])[C:8]2[N:9]=[CH:10][N:11]([CH2:12][CH2:13][S:14]([CH3:17])(=[O:16])=[O:15])[C:7]=2[CH:6]=1)=O.[BH4-].[Na+]. The catalyst is CCO.C1COCC1. The product is [Br:27][C:24]1[CH:25]=[CH:26][C:21]([NH:20][C:19]2[C:5]([CH2:3][OH:2])=[CH:6][C:7]3[N:11]([CH2:12][CH2:13][S:14]([CH3:17])(=[O:16])=[O:15])[CH:10]=[N:9][C:8]=3[C:18]=2[F:29])=[C:22]([Cl:28])[CH:23]=1. The yield is 0.790. (3) The reactants are [C:1]([N:9]1[CH2:14][CH2:13][CH:12]([C:15]([OH:17])=O)[CH2:11][CH2:10]1)(=[O:8])[C:2]1[CH:7]=[CH:6][CH:5]=[CH:4][CH:3]=1.S(Cl)(Cl)=O.[F:22][C:23]1[CH:28]=[C:27]([F:29])[CH:26]=[CH:25][CH:24]=1.[Cl-].[Al+3].[Cl-].[Cl-].Cl. The catalyst is ClCCl. The product is [C:1]([N:9]1[CH2:10][CH2:11][CH:12]([C:15](=[O:17])[C:26]2[CH:25]=[CH:24][C:23]([F:22])=[CH:28][C:27]=2[F:29])[CH2:13][CH2:14]1)(=[O:8])[C:2]1[CH:3]=[CH:4][CH:5]=[CH:6][CH:7]=1. The yield is 0.500. (4) The reactants are [Cl:1][C:2]1[CH:3]=[C:4]([C@@H:12]([CH2:22][CH:23]2[CH2:27][CH2:26][CH:25]([OH:28])[CH2:24]2)[C:13]([NH:15][C:16]2[CH:21]=[N:20][CH:19]=[CH:18][N:17]=2)=[O:14])[CH:5]=[CH:6][C:7]=1[S:8]([CH3:11])(=[O:10])=[O:9].CC(OI1(OC(C)=O)(OC(C)=O)OC(=O)C2C=CC=CC1=2)=O. The catalyst is C(Cl)Cl. The product is [Cl:1][C:2]1[CH:3]=[C:4]([C@@H:12]([CH2:22][CH:23]2[CH2:27][CH2:26][C:25](=[O:28])[CH2:24]2)[C:13]([NH:15][C:16]2[CH:21]=[N:20][CH:19]=[CH:18][N:17]=2)=[O:14])[CH:5]=[CH:6][C:7]=1[S:8]([CH3:11])(=[O:9])=[O:10]. The yield is 0.750. (5) The reactants are [CH3:1][C:2]1[C:6]([CH2:7][N:8]2[CH:12]=[C:11]([NH:13]C(=O)OC(C)(C)C)[CH:10]=[N:9]2)=[C:5]([CH3:21])[O:4][N:3]=1.[ClH:22]. The catalyst is O1CCOCC1. The product is [ClH:22].[CH3:1][C:2]1[C:6]([CH2:7][N:8]2[CH:12]=[C:11]([NH2:13])[CH:10]=[N:9]2)=[C:5]([CH3:21])[O:4][N:3]=1. The yield is 0.990. (6) The reactants are [CH3:1][C:2]([NH:6][C:7](=[O:16])[C:8]1[CH:13]=[CH:12][C:11]([F:14])=[CH:10][C:9]=1[F:15])([CH3:5])[C:3]#[CH:4].N1C2C(=CC=CC=2)C=CC=1. The catalyst is CO.[Pd].[O-]S([O-])(=O)=O.[Ba+2]. The product is [CH3:5][C:2]([NH:6][C:7](=[O:16])[C:8]1[CH:13]=[CH:12][C:11]([F:14])=[CH:10][C:9]=1[F:15])([CH3:1])[CH:3]=[CH2:4]. The yield is 0.940. (7) The reactants are [O:1]([CH2:8][C:9]1[N:10]=[C:11]2[CH:16]=[CH:15][NH:14][C:13](=[O:17])[N:12]2[CH:18]=1)[C:2]1[CH:7]=[CH:6][CH:5]=[CH:4][CH:3]=1.[F:19][C:20]1[CH:25]=[CH:24][C:23](I)=[CH:22][CH:21]=1.C([O-])([O-])=O.[K+].[K+].CNCCNC. The catalyst is C1(C)C=CC=CC=1.[Cu]I. The product is [F:19][C:20]1[CH:25]=[CH:24][C:23]([N:14]2[CH:15]=[CH:16][C:11]3=[N:10][C:9]([CH2:8][O:1][C:2]4[CH:3]=[CH:4][CH:5]=[CH:6][CH:7]=4)=[CH:18][N:12]3[C:13]2=[O:17])=[CH:22][CH:21]=1. The yield is 0.650.